Dataset: Forward reaction prediction with 1.9M reactions from USPTO patents (1976-2016). Task: Predict the product of the given reaction. (1) Given the reactants CS([C:4]1[N:9]=[CH:8][C:7]2=[CH:10][CH:11]=[C:12]([C:13]3[CH:18]=[CH:17][CH:16]=[C:15]([S:19]([CH3:22])(=[O:21])=[O:20])[CH:14]=3)[N:6]2[N:5]=1)=O.[N:23]1([C:29]2[CH:30]=[C:31]([NH2:35])[CH:32]=[CH:33][CH:34]=2)[CH2:28][CH2:27][O:26][CH2:25][CH2:24]1, predict the reaction product. The product is: [CH3:22][S:19]([C:15]1[CH:14]=[C:13]([C:12]2[N:6]3[C:7]([CH:8]=[N:9][C:4]([NH:35][C:31]4[CH:32]=[CH:33][CH:34]=[C:29]([N:23]5[CH2:28][CH2:27][O:26][CH2:25][CH2:24]5)[CH:30]=4)=[N:5]3)=[CH:10][CH:11]=2)[CH:18]=[CH:17][CH:16]=1)(=[O:21])=[O:20]. (2) The product is: [CH3:1][C:2]1[S:6][C:5]([C:7]2[CH:12]=[CH:11][C:10]([C:13]([F:14])([F:15])[F:16])=[CH:9][N:8]=2)=[N:4][C:3]=1[CH2:17][CH2:18][NH:50][CH2:48][C:27]([N:26]1[CH2:22][CH2:23][CH2:24][C@H:25]1[C:28]#[N:29])=[O:34]. Given the reactants [CH3:1][C:2]1[S:6][C:5]([C:7]2[CH:12]=[CH:11][C:10]([C:13]([F:16])([F:15])[F:14])=[CH:9][N:8]=2)=[N:4][C:3]=1[CH2:17][CH2:18]O.FC(F)(F)[C:22]1[CH:23]=[CH:24][C:25]([C:28](=S)[NH2:29])=[N:26][CH:27]=1.C[O:34]C(=O)CC(=O)C(Br)C.FC1C=CC([C:48]([NH2:50])=O)=CC=1, predict the reaction product.